From a dataset of Reaction yield outcomes from USPTO patents with 853,638 reactions. Predict the reaction yield, written as a fraction of the theoretical maximum amount of product (1.0 means a 100% yield; for example, 0.34 means a 34% yield). (1) The product is [NH2:20][C:17]1[CH:18]=[C:19]2[C:14](=[C:15]([O:23][CH3:24])[CH:16]=1)[N:13]=[CH:12][C:11]([C:25]#[N:26])=[C:10]2[NH:9][C:4]1[CH:5]=[CH:6][C:7]([F:8])=[C:2]([Cl:1])[CH:3]=1. The yield is 0.930. The catalyst is C(O)C.O. The reactants are [Cl:1][C:2]1[CH:3]=[C:4]([NH:9][C:10]2[C:19]3[C:14](=[C:15]([O:23][CH3:24])[CH:16]=[C:17]([N+:20]([O-])=O)[CH:18]=3)[N:13]=[CH:12][C:11]=2[C:25]#[N:26])[CH:5]=[CH:6][C:7]=1[F:8].O.O.[Sn](Cl)(Cl)(Cl)Cl.C([O-])(O)=O.[Na+]. (2) The reactants are [CH:1]1([CH2:4][N:5]2[C:13]3[C:8](=[CH:9][CH:10]=[C:11]([O:14][CH2:15][CH3:16])[CH:12]=3)[C:7]([F:17])=[C:6]2[C:18]2[CH:23]=[CH:22][C:21]([N+:24]([O-])=O)=[CH:20][CH:19]=2)[CH2:3][CH2:2]1.[NH4+].[Cl-].C(O)C. The catalyst is O.[Fe]. The product is [CH:1]1([CH2:4][N:5]2[C:13]3[C:8](=[CH:9][CH:10]=[C:11]([O:14][CH2:15][CH3:16])[CH:12]=3)[C:7]([F:17])=[C:6]2[C:18]2[CH:19]=[CH:20][C:21]([NH2:24])=[CH:22][CH:23]=2)[CH2:3][CH2:2]1. The yield is 0.830. (3) The reactants are [Br:1][C:2]1[CH:3]=[C:4]2[C:8](=[CH:9][CH:10]=1)[NH:7][C:6](=[O:11])[CH2:5]2.[CH2:12]([N:14]([CH2:36][CH3:37])[CH2:15][CH2:16][NH:17][C:18]([C:20]1[C:24]([C:25]2[CH:30]=[CH:29][CH:28]=[CH:27][CH:26]=2)=[C:23]([CH:31]=O)[NH:22][C:21]=1[CH:33]([CH3:35])[CH3:34])=[O:19])[CH3:13]. No catalyst specified. The product is [CH2:36]([N:14]([CH2:12][CH3:13])[CH2:15][CH2:16][NH:17][C:18]([C:20]1[C:24]([C:25]2[CH:26]=[CH:27][CH:28]=[CH:29][CH:30]=2)=[C:23]([CH:31]=[C:5]2[C:4]3[C:8](=[CH:9][CH:10]=[C:2]([Br:1])[CH:3]=3)[NH:7][C:6]2=[O:11])[NH:22][C:21]=1[CH:33]([CH3:35])[CH3:34])=[O:19])[CH3:37]. The yield is 0.530. (4) The reactants are [NH2:1][C:2]1[CH:3]=[C:4]([CH:19]=[CH:20][C:21]=1[CH3:22])[O:5][C:6]1[CH:7]=[CH:8][C:9]2[N:10]([CH:12]=[C:13]([NH:15][C:16](=[O:18])[CH3:17])[N:14]=2)[N:11]=1.[CH3:23][N:24]1[C:28]([C:29](Cl)=[O:30])=[CH:27][C:26]([CH3:32])=[N:25]1. The catalyst is CN(C)C(=O)C. The product is [C:16]([NH:15][C:13]1[N:14]=[C:9]2[CH:8]=[CH:7][C:6]([O:5][C:4]3[CH:19]=[CH:20][C:21]([CH3:22])=[C:2]([NH:1][C:29]([C:28]4[N:24]([CH3:23])[N:25]=[C:26]([CH3:32])[CH:27]=4)=[O:30])[CH:3]=3)=[N:11][N:10]2[CH:12]=1)(=[O:18])[CH3:17]. The yield is 0.770. (5) The product is [F:23][C:20]1[CH:19]=[CH:18][C:17]([C:13]2[C:12]([CH2:11][O:10][C:7]3[CH:8]=[CH:9][C:4]([C:3]([NH:49][CH:50]([CH3:53])[CH2:51][OH:52])=[O:24])=[CH:5][N:6]=3)=[CH:16][O:15][N:14]=2)=[CH:22][CH:21]=1. No catalyst specified. The yield is 0.710. The reactants are CO[C:3](=[O:24])[C:4]1[CH:9]=[CH:8][C:7]([O:10][CH2:11][C:12]2[C:13]([C:17]3[CH:22]=[CH:21][C:20]([F:23])=[CH:19][CH:18]=3)=[N:14][O:15][CH:16]=2)=[N:6][CH:5]=1.COC(=O)C1C=CC(OCC2C(C3C=CC=CC=3)=NOC=2C)=NC=1.[NH2:49][CH:50]([CH3:53])[CH2:51][OH:52].